From a dataset of Forward reaction prediction with 1.9M reactions from USPTO patents (1976-2016). Predict the product of the given reaction. (1) Given the reactants [Cl:1][C:2]1[CH:3]=[C:4]2[C:9](=[CH:10][N:11]=1)[C:8](=O)[NH:7][CH:6]=[CH:5]2.C([O-])(O)=O.[Na+].[ClH:18], predict the reaction product. The product is: [Cl:18][C:8]1[C:9]2[C:4](=[CH:3][C:2]([Cl:1])=[N:11][CH:10]=2)[CH:5]=[CH:6][N:7]=1. (2) Given the reactants Cl.C[O:3][C:4](=[O:39])[C:5]1[CH:10]=[CH:9][C:8]([CH2:11][O:12][C:13]2[CH:18]=[CH:17][C:16]([CH2:19][C@H:20]([NH2:38])[C:21]3[N:22]([CH2:34][CH2:35][CH2:36][CH3:37])[CH:23]=[C:24]([C:26]4[CH:31]=[CH:30][C:29]([Cl:32])=[CH:28][C:27]=4[Cl:33])[N:25]=3)=[CH:15][CH:14]=2)=[CH:7][CH:6]=1.[CH:40]1[C:49]2[C:44](=[CH:45][CH:46]=[CH:47][CH:48]=2)[CH:43]=[C:42]([C:50](O)=[O:51])[N:41]=1, predict the reaction product. The product is: [CH2:34]([N:22]1[CH:23]=[C:24]([C:26]2[CH:31]=[CH:30][C:29]([Cl:32])=[CH:28][C:27]=2[Cl:33])[N:25]=[C:21]1[C@@H:20]([NH:38][C:50]([C:42]1[N:41]=[CH:40][C:49]2[C:44]([CH:43]=1)=[CH:45][CH:46]=[CH:47][CH:48]=2)=[O:51])[CH2:19][C:16]1[CH:15]=[CH:14][C:13]([O:12][CH2:11][C:8]2[CH:7]=[CH:6][C:5]([C:4]([OH:3])=[O:39])=[CH:10][CH:9]=2)=[CH:18][CH:17]=1)[CH2:35][CH2:36][CH3:37]. (3) The product is: [NH:1]1[CH:5]=[C:4]([CH2:6][N:7]([CH2:11][C:12]2[CH:17]=[CH:16][CH:15]=[CH:14][CH:13]=2)[CH2:8][CH2:9][Cl:20])[N:3]=[CH:2]1. Given the reactants [NH:1]1[CH:5]=[C:4]([CH2:6][N:7]([CH2:11][C:12]2[CH:17]=[CH:16][CH:15]=[CH:14][CH:13]=2)[CH2:8][CH2:9]O)[N:3]=[CH:2]1.S(Cl)([Cl:20])=O.C(#N)C, predict the reaction product. (4) The product is: [N:1]12[CH2:8][CH2:7][CH:4]([CH2:5][CH2:6]1)[CH:3]([O:9][C:10](=[O:19])[NH:11][C:12]1[CH:13]=[C:14]([C:23]3[CH:24]=[CH:25][CH:26]=[CH:27][C:22]=3[O:21][CH3:20])[CH:15]=[CH:16][CH:17]=1)[CH2:2]2. Given the reactants [N:1]12[CH2:8][CH2:7][CH:4]([CH2:5][CH2:6]1)[CH:3]([O:9][C:10](=[O:19])[NH:11][C:12]1[CH:17]=[CH:16][CH:15]=[C:14](Br)[CH:13]=1)[CH2:2]2.[CH3:20][O:21][C:22]1[CH:27]=[CH:26][CH:25]=[CH:24][C:23]=1B(O)O, predict the reaction product. (5) Given the reactants O=[C:2]1[CH2:11][CH2:10][C:9]2[CH:8]=[C:7]([C:12]([O:14][CH3:15])=[O:13])[CH:6]=[CH:5][C:4]=2[CH2:3]1.Cl.[NH2:17][OH:18].C([O-])(=O)C.[Na+], predict the reaction product. The product is: [OH:18][N:17]=[C:2]1[CH2:11][CH2:10][C:9]2[CH:8]=[C:7]([C:12]([O:14][CH3:15])=[O:13])[CH:6]=[CH:5][C:4]=2[CH2:3]1. (6) Given the reactants C1(S([CH2:9][C:10]2[CH:11]=[CH:12][N:13]3[C:18]=2[C:17]([NH:19][C:20]2[CH:25]=[CH:24][C:23]([O:26][CH2:27][C:28]4[CH:33]=[CH:32][CH:31]=[C:30]([F:34])[CH:29]=4)=[C:22]([Cl:35])[CH:21]=2)=[N:16][CH:15]=[N:14]3)=O)C=CC=CC=1.[NH2:36][C:37]1([CH3:43])[CH2:42][CH2:41][NH:40][CH2:39][CH2:38]1.NC1CCN(CC2C=CN3C=2C(NC2C=CC(OCC4C=CC=C(F)C=4)=C(Cl)C=2)=NC=N3)CC1.C(O)(C(F)(F)F)=O, predict the reaction product. The product is: [NH2:36][C:37]1([CH3:43])[CH2:42][CH2:41][N:40]([CH2:9][C:10]2[CH:11]=[CH:12][N:13]3[C:18]=2[C:17]([NH:19][C:20]2[CH:25]=[CH:24][C:23]([O:26][CH2:27][C:28]4[CH:33]=[CH:32][CH:31]=[C:30]([F:34])[CH:29]=4)=[C:22]([Cl:35])[CH:21]=2)=[N:16][CH:15]=[N:14]3)[CH2:39][CH2:38]1.